From a dataset of Reaction yield outcomes from USPTO patents with 853,638 reactions. Predict the reaction yield, written as a fraction of the theoretical maximum amount of product (1.0 means a 100% yield; for example, 0.34 means a 34% yield). (1) The reactants are [O:1]=[C:2]1[C:11]2[C:6](=[CH:7][CH:8]=[C:9]([C:12]3([C:15]([O:17]C)=[O:16])[CH2:14][CH2:13]3)[CH:10]=2)[O:5][CH2:4][CH2:3]1.O[Li].[OH2:21].[CH3:22]O. The yield is 0.440. The product is [OH:1][C:2]1([O:21][CH3:22])[C:11]2[C:6](=[CH:7][CH:8]=[C:9]([C:12]3([C:15]([OH:17])=[O:16])[CH2:13][CH2:14]3)[CH:10]=2)[O:5][CH2:4][CH2:3]1. The catalyst is O. (2) The reactants are [NH3:1].[CH3:2][O:3][C:4]([C:6]1[N:11]=[C:10]([Cl:12])[N:9]=[C:8](Cl)[C:7]=1[Cl:14])=[O:5]. The catalyst is C1COCC1. The product is [NH2:1][C:8]1[C:7]([Cl:14])=[C:6]([C:4]([O:3][CH3:2])=[O:5])[N:11]=[C:10]([Cl:12])[N:9]=1. The yield is 0.820. (3) The reactants are CN(C)C=O.Cl[CH2:7][CH2:8][O:9][C:10]1[CH:19]=[C:18]2[C:13]([C:14]([O:20][C:21]3[C:22]([CH3:31])=[N:23][C:24]4[C:29]([CH:30]=3)=[CH:28][CH:27]=[CH:26][CH:25]=4)=[CH:15][CH:16]=[N:17]2)=[CH:12][C:11]=1[O:32][CH3:33].C(=O)([O-])[O-].[K+].[K+].[NH:40]1[CH2:45][CH2:44][CH2:43][CH:42]([C:46]([O:48][CH2:49][CH3:50])=[O:47])[CH2:41]1. The catalyst is O. The product is [CH3:33][O:32][C:11]1[CH:12]=[C:13]2[C:18](=[CH:19][C:10]=1[O:9][CH2:8][CH2:7][N:40]1[CH2:45][CH2:44][CH2:43][CH:42]([C:46]([O:48][CH2:49][CH3:50])=[O:47])[CH2:41]1)[N:17]=[CH:16][CH:15]=[C:14]2[O:20][C:21]1[C:22]([CH3:31])=[N:23][C:24]2[C:29]([CH:30]=1)=[CH:28][CH:27]=[CH:26][CH:25]=2. The yield is 0.540. (4) The reactants are F[C:2]1([O:9][C:10]#[C:11][CH3:12])[CH:7]=[C:6]([F:8])[CH:5]=[CH:4][CH2:3]1.[F:13]C1C=C(O)C=C(F)C=1. The product is [F:8][C:6]1[CH:7]=[C:2]([O:9][CH2:10][C:11]#[CH:12])[CH:3]=[C:4]([F:13])[CH:5]=1. No catalyst specified. The yield is 0.670.